Dataset: Reaction yield outcomes from USPTO patents with 853,638 reactions. Task: Predict the reaction yield, written as a fraction of the theoretical maximum amount of product (1.0 means a 100% yield; for example, 0.34 means a 34% yield). The reactants are Cl[C:2]1[C:3]([C:16]2[CH:21]=[CH:20][CH:19]=[CH:18][CH:17]=2)=[N:4][C:5]2[C:10]([N:11]=1)=[CH:9][C:8]([C:12]([O:14][CH3:15])=[O:13])=[CH:7][CH:6]=2.[CH3:22][O:23][C:24]1[CH:29]=[CH:28][C:27]([CH:30]2[CH2:35][CH2:34][NH:33][CH2:32][CH2:31]2)=[CH:26][CH:25]=1.CCN(C(C)C)C(C)C. The catalyst is CN(C=O)C. The product is [CH3:22][O:23][C:24]1[CH:25]=[CH:26][C:27]([CH:30]2[CH2:35][CH2:34][N:33]([C:2]3[C:3]([C:16]4[CH:21]=[CH:20][CH:19]=[CH:18][CH:17]=4)=[N:4][C:5]4[C:10]([N:11]=3)=[CH:9][C:8]([C:12]([O:14][CH3:15])=[O:13])=[CH:7][CH:6]=4)[CH2:32][CH2:31]2)=[CH:28][CH:29]=1. The yield is 0.630.